Predict the reactants needed to synthesize the given product. From a dataset of Full USPTO retrosynthesis dataset with 1.9M reactions from patents (1976-2016). (1) Given the product [OH:29][C:21]1[C:22]([N+:26]([O-:28])=[O:27])=[CH:23][CH:24]=[CH:25][C:20]=1[NH:19][C:15](=[O:17])[CH2:14][C:9]1[NH:10][C:11](=[O:13])[CH:12]=[C:7]([N:1]2[CH2:2][CH2:3][O:4][CH2:5][CH2:6]2)[N:8]=1, predict the reactants needed to synthesize it. The reactants are: [N:1]1([C:7]2[N:8]=[C:9]([CH2:14][C:15]([O-:17])=O)[NH:10][C:11](=[O:13])[CH:12]=2)[CH2:6][CH2:5][O:4][CH2:3][CH2:2]1.[Na+].[NH2:19][C:20]1[CH:25]=[CH:24][CH:23]=[C:22]([N+:26]([O-:28])=[O:27])[C:21]=1[OH:29].Cl.CN(C)CCCN=C=NCC. (2) Given the product [O:18]=[C:15]1[C:16]2[C:12](=[CH:11][CH:10]=[C:9]([C:21]3[S:25][C:24]([CH:26]=[O:27])=[CH:23][CH:22]=3)[CH:17]=2)[CH2:13][NH:14]1, predict the reactants needed to synthesize it. The reactants are: CC1(C)C(C)(C)OB([C:9]2[CH:17]=[C:16]3[C:12]([CH2:13][NH:14][C:15]3=[O:18])=[CH:11][CH:10]=2)O1.Br[C:21]1[S:25][C:24]([CH:26]2OCC[O:27]2)=[CH:23][CH:22]=1. (3) Given the product [CH3:2][N:4]([CH3:5])[C:22]([C@@H:21]1[CH2:25][C@H:26]([OH:28])[CH2:27][N:20]1[C:18]([O:17][C:13]([CH3:16])([CH3:15])[CH3:14])=[O:19])=[O:23], predict the reactants needed to synthesize it. The reactants are: Cl.[CH2:2]([N:4]=[C:5]=NCCCN(C)C)C.[C:13]([O:17][C:18]([N:20]1[CH2:27][C@@H:26]([OH:28])[CH2:25][C@H:21]1[C:22](O)=[O:23])=[O:19])([CH3:16])([CH3:15])[CH3:14].O.ON1C2C=CC=CC=2N=N1.CNC.C(=O)([O-])[O-].[K+].[K+]. (4) Given the product [F:18][C:19]([F:30])([F:29])[C:20]1[CH:25]=[CH:24][CH:23]=[CH:22][C:21]=1[C:2]1[CH:7]=[CH:6][CH:5]=[C:4]([C:8]2[S:9][CH:10]=[C:11]([C:13]([O:15][CH2:16][CH3:17])=[O:14])[N:12]=2)[CH:3]=1, predict the reactants needed to synthesize it. The reactants are: Br[C:2]1[CH:3]=[C:4]([C:8]2[S:9][CH:10]=[C:11]([C:13]([O:15][CH2:16][CH3:17])=[O:14])[N:12]=2)[CH:5]=[CH:6][CH:7]=1.[F:18][C:19]([F:30])([F:29])[C:20]1[CH:25]=[CH:24][CH:23]=[CH:22][C:21]=1B(O)O.C(=O)([O-])[O-].[K+].[K+].